Task: Predict the reactants needed to synthesize the given product.. Dataset: Full USPTO retrosynthesis dataset with 1.9M reactions from patents (1976-2016) (1) The reactants are: [Cl:1][C:2]1[CH:7]=[CH:6][CH:5]=[CH:4][C:3]=1[OH:8].Br[CH2:10][C@@H:11]([CH3:14])[CH2:12][Cl:13]. Given the product [Cl:1][C:2]1[CH:7]=[CH:6][CH:5]=[CH:4][C:3]=1[O:8][CH2:10][C@@H:11]([CH3:14])[CH2:12][Cl:13], predict the reactants needed to synthesize it. (2) Given the product [CH3:25][O:26][C:27]1[CH:42]=[CH:41][C:30]2[N:31]([CH:35]3[CH2:36][CH2:37][N:38]([C:15](=[O:17])[CH2:14][CH2:13][CH2:12][C:4]4[NH:3][C:2](=[O:1])[C:11]5[C:6](=[CH:7][CH:8]=[CH:9][CH:10]=5)[N:5]=4)[CH2:39][CH2:40]3)[C:32](=[O:34])[NH:33][C:29]=2[CH:28]=1.[CH3:19][C:42]1[CH:27]=[CH:28][C:29]2[NH:33][C:32](=[O:34])[N:31]([CH:35]3[CH2:40][CH2:39][N:38]([C:15](=[O:17])[CH2:14][CH2:13][CH2:12][C:4]4[NH:3][C:2](=[O:1])[C:11]5[C:6](=[CH:7][CH:8]=[CH:9][CH:10]=5)[N:5]=4)[CH2:37][CH2:36]3)[C:30]=2[CH:41]=1, predict the reactants needed to synthesize it. The reactants are: [O:1]=[C:2]1[C:11]2[C:6](=[CH:7][CH:8]=[CH:9][CH:10]=2)[N:5]=[C:4]([CH2:12][CH2:13][CH2:14][C:15]([OH:17])=O)[NH:3]1.F[C:19](F)(F)C(O)=O.[CH3:25][O:26][C:27]1[CH:42]=[CH:41][C:30]2[N:31]([CH:35]3[CH2:40][CH2:39][NH:38][CH2:37][CH2:36]3)[C:32](=[O:34])[NH:33][C:29]=2[CH:28]=1. (3) Given the product [CH3:7][C:8]([C:26]1[CH:27]=[CH:28][C:29]([C:32]2[CH:33]=[CH:34][C:35]([N:1]3[CH2:5][CH2:4][C@H:3]([OH:6])[CH2:2]3)=[N:36][CH:37]=2)=[CH:30][CH:31]=1)([C:12]1[CH:13]=[CH:14][C:15]([O:18][CH2:19][C:20]2[CH:25]=[CH:24][CH:23]=[CH:22][N:21]=2)=[CH:16][CH:17]=1)[CH:9]([CH3:11])[CH3:10], predict the reactants needed to synthesize it. The reactants are: [NH:1]1[CH2:5][CH2:4][C@H:3]([OH:6])[CH2:2]1.[CH3:7][C:8]([C:26]1[CH:31]=[CH:30][C:29]([C:32]2[CH:33]=[CH:34][C:35](F)=[N:36][CH:37]=2)=[CH:28][CH:27]=1)([C:12]1[CH:17]=[CH:16][C:15]([O:18][CH2:19][C:20]2[CH:25]=[CH:24][CH:23]=[CH:22][N:21]=2)=[CH:14][CH:13]=1)[CH:9]([CH3:11])[CH3:10]. (4) Given the product [F:1][C:2]1[CH:7]=[CH:6][CH:5]=[CH:4][C:3]=1[N:8]1[C:12]([S:36]([C:26]2[CH:27]=[CH:28][CH:29]=[CH:30][CH:31]=2)(=[O:40])=[O:38])=[CH:11][C:10]([C:20]([O:22][CH2:23][CH3:24])=[O:21])=[N:9]1, predict the reactants needed to synthesize it. The reactants are: [F:1][C:2]1[CH:7]=[CH:6][CH:5]=[CH:4][C:3]=1[N:8]1[C:12](SC2C=CC=CC=2)=[CH:11][C:10]([C:20]([O:22][CH2:23][CH3:24])=[O:21])=[N:9]1.Cl[C:26]1[CH:31]=[CH:30][CH:29]=[C:28](C(OO)=O)[CH:27]=1.[S:36]([O-:40])([O-])(=[O:38])=S.[Na+].[Na+]. (5) The reactants are: [CH3:1][N:2]1[CH2:6][CH2:5][CH:4]([OH:7])[CH2:3]1.Cl[C:9]1[CH:19]=[CH:18][C:12]([C:13]([O:15][CH2:16][CH3:17])=[O:14])=[CH:11][N:10]=1.O1CCC(OC2N=CC(C(OCC)=O)=CC=2)CC1. Given the product [CH3:1][N:2]1[CH2:6][CH2:5][CH:4]([O:7][C:9]2[N:10]=[CH:11][C:12]([C:13]([O:15][CH2:16][CH3:17])=[O:14])=[CH:18][CH:19]=2)[CH2:3]1, predict the reactants needed to synthesize it.